This data is from Reaction yield outcomes from USPTO patents with 853,638 reactions. The task is: Predict the reaction yield, written as a fraction of the theoretical maximum amount of product (1.0 means a 100% yield; for example, 0.34 means a 34% yield). (1) The reactants are [O:1]([C:8]1[CH:13]=[CH:12][CH:11]=[CH:10][C:9]=1[NH2:14])[C:2]1[CH:7]=[CH:6][CH:5]=[CH:4][CH:3]=1.[CH3:15][C:16]1([CH3:27])[CH2:20][C:19]2[CH:21]=[CH:22][CH:23]=[C:24]([CH:25]=O)[C:18]=2[O:17]1.CO.[BH4-].[Na+]. The catalyst is C(O)=O. The product is [CH3:15][C:16]1([CH3:27])[CH2:20][C:19]2[CH:21]=[CH:22][CH:23]=[C:24]([CH2:25][NH:14][C:9]3[CH:10]=[CH:11][CH:12]=[CH:13][C:8]=3[O:1][C:2]3[CH:3]=[CH:4][CH:5]=[CH:6][CH:7]=3)[C:18]=2[O:17]1. The yield is 0.860. (2) The reactants are [C:1]([C:5]1[S:9][C:8]([NH2:10])=[N:7][C:6]=1[CH3:11])([CH3:4])([CH3:3])[CH3:2].[CH3:12][O:13][CH2:14][CH2:15]Br. The catalyst is C(Cl)Cl.CO. The product is [C:1]([C:5]1[S:9][C:8](=[NH:10])[N:7]([CH2:15][CH2:14][O:13][CH3:12])[C:6]=1[CH3:11])([CH3:4])([CH3:3])[CH3:2]. The yield is 0.500. (3) The reactants are [CH:1]1([C:4]2[CH:5]=[N:6][N:7]([CH3:17])[C:8]=2[C:9]2[CH:10]=[C:11]([C:14]([OH:16])=O)[S:12][CH:13]=2)[CH2:3][CH2:2]1.[NH2:18][C@@H:19]([CH2:32][C:33]1[CH:38]=[CH:37][CH:36]=[CH:35][C:34]=1[C:39]([F:42])([F:41])[F:40])[CH2:20][N:21]1[C:29](=[O:30])[C:28]2[C:23](=[CH:24][CH:25]=[CH:26][CH:27]=2)[C:22]1=[O:31].C1CN([P+](Br)(N2CCCC2)N2CCCC2)CC1.F[P-](F)(F)(F)(F)F.CCN(C(C)C)C(C)C. The catalyst is C(Cl)(Cl)Cl. The product is [CH:1]1([C:4]2[CH:5]=[N:6][N:7]([CH3:17])[C:8]=2[C:9]2[CH:10]=[C:11]([C:14]([NH:18][C@@H:19]([CH2:32][C:33]3[CH:38]=[CH:37][CH:36]=[CH:35][C:34]=3[C:39]([F:42])([F:40])[F:41])[CH2:20][N:21]3[C:29](=[O:30])[C:28]4[C:23](=[CH:24][CH:25]=[CH:26][CH:27]=4)[C:22]3=[O:31])=[O:16])[S:12][CH:13]=2)[CH2:2][CH2:3]1. The yield is 0.660. (4) The reactants are [NH2:1][C:2]1[C:6]2[CH:7]=[C:8]3[CH2:15][CH2:14][CH2:13][CH2:12][CH2:11][C:9]3=[N:10][C:5]=2[S:4][C:3]=1[C:16]([NH:18][C:19]1[S:20][C:21]([C:24]2[CH:29]=[CH:28][CH:27]=[CH:26][CH:25]=2)=[N:22][N:23]=1)=[O:17].CI.[CH2:32](Cl)Cl. The catalyst is CN1C(=O)CCC1. The product is [CH3:32][NH:1][C:2]1[C:6]2[CH:7]=[C:8]3[CH2:15][CH2:14][CH2:13][CH2:12][CH2:11][C:9]3=[N:10][C:5]=2[S:4][C:3]=1[C:16]([NH:18][C:19]1[S:20][C:21]([C:24]2[CH:25]=[CH:26][CH:27]=[CH:28][CH:29]=2)=[N:22][N:23]=1)=[O:17]. The yield is 0.480. (5) The reactants are [H-].[Al+3].[Li+].[H-].[H-].[H-].[F:7][C:8]12[CH2:15][CH2:14][C:11]([C:16](OC)=[O:17])([CH2:12][CH2:13]1)[CH2:10][CH2:9]2. The catalyst is C(OCC)C. The product is [F:7][C:8]12[CH2:15][CH2:14][C:11]([CH2:16][OH:17])([CH2:10][CH2:9]1)[CH2:12][CH2:13]2. The yield is 0.930.